This data is from Full USPTO retrosynthesis dataset with 1.9M reactions from patents (1976-2016). The task is: Predict the reactants needed to synthesize the given product. (1) Given the product [NH2:19][C:12]1[C:13]2[C:18](=[CH:17][CH:16]=[CH:15][CH:14]=2)[C:9]([O:8][C:6]2[CH:5]=[CH:4][N:3]=[C:2]([NH2:29])[N:7]=2)=[CH:10][CH:11]=1, predict the reactants needed to synthesize it. The reactants are: Cl[C:2]1[N:7]=[C:6]([O:8][C:9]2[C:18]3[C:13](=[CH:14][CH:15]=[CH:16][CH:17]=3)[C:12]([NH:19]C(=O)OC(C)(C)C)=[CH:11][CH:10]=2)[CH:5]=[CH:4][N:3]=1.C([N:29](CC)CC)C.COC1C=CC(CN)=CC=1. (2) Given the product [N:8]1([C:4]2[CH:3]=[C:2]([NH:14][C:13](=[O:20])[O:15][C:16]([CH3:19])([CH3:18])[CH3:17])[CH:7]=[CH:6][N:5]=2)[CH:12]=[CH:11][CH:10]=[N:9]1, predict the reactants needed to synthesize it. The reactants are: Br[C:2]1[CH:7]=[CH:6][N:5]=[C:4]([N:8]2[CH:12]=[CH:11][CH:10]=[N:9]2)[CH:3]=1.[C:13](=[O:20])([O:15][C:16]([CH3:19])([CH3:18])[CH3:17])[NH2:14].C(=O)([O-])[O-].[Cs+].[Cs+].CC1(C)C2C(=C(P(C3C=CC=CC=3)C3C=CC=CC=3)C=CC=2)OC2C(P(C3C=CC=CC=3)C3C=CC=CC=3)=CC=CC1=2. (3) Given the product [Br:3][C:4]1[C:5]([C:16]2[CH:21]=[CH:20][CH:19]=[CH:18][CH:17]=2)=[C:6]([C:11]([OH:13])=[O:12])[N:7]([CH3:10])[C:8]=1[CH3:9], predict the reactants needed to synthesize it. The reactants are: [OH-].[K+].[Br:3][C:4]1[C:5]([C:16]2[CH:21]=[CH:20][CH:19]=[CH:18][CH:17]=2)=[C:6]([C:11]([O:13]CC)=[O:12])[N:7]([CH3:10])[C:8]=1[CH3:9]. (4) Given the product [CH3:11][C:3]1[C:2]([O:1][CH2:12][CH:13]=[CH2:14])=[CH:10][CH:9]=[CH:8][C:4]=1[C:5]([O:7][CH3:16])=[O:6], predict the reactants needed to synthesize it. The reactants are: [OH:1][C:2]1[C:3]([CH3:11])=[C:4]([CH:8]=[CH:9][CH:10]=1)[C:5]([O-:7])=[O:6].[CH2:12](Br)[CH:13]=[CH2:14].[C:16](=O)([O-])[O-].[Cs+].[Cs+]. (5) Given the product [CH2:1]([O:3][C:4]([C:6]1[N:7]([CH3:16])[C:8]([CH2:14][CH3:15])=[C:9]([C:12]#[N:13])[C:10]=1[I:17])=[O:5])[CH3:2], predict the reactants needed to synthesize it. The reactants are: [CH2:1]([O:3][C:4]([C:6]1[N:7]([CH3:16])[C:8]([CH2:14][CH3:15])=[C:9]([C:12]#[N:13])[C:10]=1N)=[O:5])[CH3:2].[I:17]CI.C(#N)C.N(OCCC(C)C)=O. (6) Given the product [Cl:1][C:2]1[CH:7]=[CH:6][C:5]([C:8]2[S:9][CH:10]=[CH:11][C:12]=2[CH:13]([CH2:27][C:28]2[CH:33]=[CH:32][CH:31]=[CH:30][CH:29]=2)[C:14]([O:16][CH2:17][CH3:18])=[O:15])=[CH:4][CH:3]=1, predict the reactants needed to synthesize it. The reactants are: [Cl:1][C:2]1[CH:7]=[CH:6][C:5]([C:8]2[S:9][CH:10]=[CH:11][C:12]=2[CH2:13][C:14]([O:16][CH2:17][CH3:18])=[O:15])=[CH:4][CH:3]=1.C([N-]C(C)C)(C)C.[Li+].[CH2:27](Br)[C:28]1[CH:33]=[CH:32][CH:31]=[CH:30][CH:29]=1. (7) Given the product [C:15]([C:14]1[CH:17]=[CH:18][C:11]([C:8]2[N:6]3[N:7]=[C:2]([C:28]4[CH:36]=[CH:35][C:31]([C:32]([OH:34])=[O:33])=[C:30]([CH3:37])[CH:29]=4)[CH:3]=[CH:4][C:5]3=[N:10][CH:9]=2)=[CH:12][CH:13]=1)#[N:16], predict the reactants needed to synthesize it. The reactants are: Cl[C:2]1[CH:3]=[CH:4][C:5]2[N:6]([C:8]([C:11]3[CH:18]=[CH:17][C:14]([C:15]#[N:16])=[CH:13][CH:12]=3)=[CH:9][N:10]=2)[N:7]=1.C([O-])([O-])=O.[K+].[K+].B([C:28]1[CH:36]=[CH:35][C:31]([C:32]([OH:34])=[O:33])=[C:30]([CH3:37])[CH:29]=1)(O)O.